This data is from NCI-60 drug combinations with 297,098 pairs across 59 cell lines. The task is: Regression. Given two drug SMILES strings and cell line genomic features, predict the synergy score measuring deviation from expected non-interaction effect. (1) Drug 1: CCC1(CC2CC(C3=C(CCN(C2)C1)C4=CC=CC=C4N3)(C5=C(C=C6C(=C5)C78CCN9C7C(C=CC9)(C(C(C8N6C)(C(=O)OC)O)OC(=O)C)CC)OC)C(=O)OC)O.OS(=O)(=O)O. Drug 2: C1CCC(C(C1)N)N.C(=O)(C(=O)[O-])[O-].[Pt+4]. Cell line: SN12C. Synergy scores: CSS=19.8, Synergy_ZIP=-9.63, Synergy_Bliss=-6.36, Synergy_Loewe=-1.94, Synergy_HSA=-1.54. (2) Drug 1: C1CC(=O)NC(=O)C1N2C(=O)C3=CC=CC=C3C2=O. Drug 2: CC1CCCC2(C(O2)CC(NC(=O)CC(C(C(=O)C(C1O)C)(C)C)O)C(=CC3=CSC(=N3)C)C)C. Cell line: NCI/ADR-RES. Synergy scores: CSS=-6.41, Synergy_ZIP=3.20, Synergy_Bliss=5.19, Synergy_Loewe=-10.9, Synergy_HSA=-6.21.